This data is from Reaction yield outcomes from USPTO patents with 853,638 reactions. The task is: Predict the reaction yield, written as a fraction of the theoretical maximum amount of product (1.0 means a 100% yield; for example, 0.34 means a 34% yield). (1) The reactants are [C:1]([C:3]1[CH:8]=[CH:7]C(CCN)=[CH:5][CH:4]=1)#[N:2].C([N:14]([CH2:17][CH3:18])[CH2:15]C)C.Cl[C:20]([O:22][CH2:23][C:24]1[CH:29]=[CH:28][CH:27]=[CH:26][CH:25]=1)=[O:21]. The catalyst is C(Cl)Cl. The product is [C:1]([C:3]1[CH:8]=[CH:7][C:18]([CH2:17][N:14]([CH3:15])[C:20](=[O:21])[O:22][CH2:23][C:24]2[CH:29]=[CH:28][CH:27]=[CH:26][CH:25]=2)=[CH:5][CH:4]=1)#[N:2]. The yield is 0.870. (2) The reactants are [NH2:1][C:2]1[CH:10]=[CH:9][C:5]([C:6]([OH:8])=[O:7])=[CH:4][C:3]=1[O:11][CH3:12].[CH3:13]O. The catalyst is S(=O)(=O)(O)O. The product is [CH3:13][O:7][C:6](=[O:8])[C:5]1[CH:9]=[CH:10][C:2]([NH2:1])=[C:3]([O:11][CH3:12])[CH:4]=1. The yield is 1.00. (3) The reactants are C([Li])CCC.Br[C:7]1[S:8][CH:9]=[CH:10][C:11]=1[CH2:12][CH2:13][O:14][Si:15]([C:18]([CH3:21])([CH3:20])[CH3:19])([CH3:17])[CH3:16].[F:22][C:23]1[CH:30]=[CH:29][C:26]([CH:27]=[O:28])=[CH:25][CH:24]=1.[Cl-].[NH4+]. The catalyst is C1COCC1. The product is [Si:15]([O:14][CH2:13][CH2:12][C:11]1[CH:10]=[CH:9][S:8][C:7]=1[CH:27]([C:26]1[CH:29]=[CH:30][C:23]([F:22])=[CH:24][CH:25]=1)[OH:28])([C:18]([CH3:21])([CH3:20])[CH3:19])([CH3:17])[CH3:16]. The yield is 0.590. (4) The reactants are C(OC([N:11]1[CH2:15][CH2:14][CH2:13][CH:12]1[C:16]1[CH:21]=[C:20]([CH3:22])[N:19]=[C:18]([N:23]2[CH:27]=[CH:26][N:25]=[CH:24]2)[N:17]=1)=O)C1C=CC=CC=1. The catalyst is [Pd].C(O)C. The product is [N:23]1([C:18]2[N:19]=[C:20]([CH3:22])[CH:21]=[C:16]([CH:12]3[CH2:13][CH2:14][CH2:15][NH:11]3)[N:17]=2)[CH:27]=[CH:26][N:25]=[CH:24]1. The yield is 0.890. (5) No catalyst specified. The yield is 0.730. The reactants are Br[C:2]1[CH:7]=[CH:6][C:5]([CH:8]2[C:12]3[C:13]([CH3:19])=[CH:14][C:15]([CH3:18])=[C:16]([CH3:17])[C:11]=3[O:10][CH2:9]2)=[CH:4][CH:3]=1.[CH3:20][OH:21]. The product is [CH:20]([C:2]1[CH:7]=[CH:6][C:5]([CH:8]2[C:12]3[C:13]([CH3:19])=[CH:14][C:15]([CH3:18])=[C:16]([CH3:17])[C:11]=3[O:10][CH2:9]2)=[CH:4][CH:3]=1)=[O:21]. (6) The reactants are S([N:11]1[C:15]2[N:16]=[CH:17][C:18]3[N:19]([C:20]([C@@H:23]4[CH2:27][CH2:26][C@@H:25]([NH:28][C:29]5[CH:34]=[CH:33][CH:32]=[CH:31][CH:30]=5)[CH2:24]4)=[N:21][N:22]=3)[C:14]=2[CH:13]=[CH:12]1)(C1C=CC(C)=CC=1)(=O)=O.[OH-].[Na+].CC(O)=O. The catalyst is O1CCOCC1. The product is [C:20]1([C@@H:23]2[CH2:27][CH2:26][C@@H:25]([NH:28][C:29]3[CH:34]=[CH:33][CH:32]=[CH:31][CH:30]=3)[CH2:24]2)[N:19]2[C:14]3[CH:13]=[CH:12][NH:11][C:15]=3[N:16]=[CH:17][C:18]2=[N:22][N:21]=1. The yield is 0.740.